From a dataset of Catalyst prediction with 721,799 reactions and 888 catalyst types from USPTO. Predict which catalyst facilitates the given reaction. (1) Reactant: Cl.[Cl:2][C:3]1[C:4]([CH2:9][NH2:10])=[N:5][CH:6]=[CH:7][N:8]=1.C(N(CC)CC)C.[C:18](OC(=O)C)(=[O:20])[CH3:19]. Product: [Cl:2][C:3]1[C:4]([CH2:9][NH:10][C:18](=[O:20])[CH3:19])=[N:5][CH:6]=[CH:7][N:8]=1. The catalyst class is: 4. (2) Reactant: [NH2:1][C:2]1[CH:3]=[C:4]([CH:17]=[CH:18][CH:19]=1)[O:5][C:6]1[CH:11]=[CH:10][C:9]([CH2:12][C:13]([O:15][CH3:16])=[O:14])=[CH:8][CH:7]=1.[C:20](Cl)(Cl)=[S:21].CCOC(C)=O.CCCCCC. Product: [N:1]([C:2]1[CH:3]=[C:4]([CH:17]=[CH:18][CH:19]=1)[O:5][C:6]1[CH:7]=[CH:8][C:9]([CH2:12][C:13]([O:15][CH3:16])=[O:14])=[CH:10][CH:11]=1)=[C:20]=[S:21]. The catalyst class is: 2. (3) Reactant: [F:1][C:2]([F:17])([F:16])[C:3]([OH:15])([CH2:6][C:7]1[CH:12]=[CH:11][CH:10]=[CH:9][C:8]=1[O:13][CH3:14])[CH:4]=O.[F:18][C:19]1[CH:28]=[C:27]2[C:22]([CH:23]=[N:24][C:25]([CH3:29])=[N:26]2)=[C:21]([NH2:30])[CH:20]=1. Product: [F:17][C:2]([F:1])([F:16])[C:3]([CH2:6][C:7]1[CH:12]=[CH:11][CH:10]=[CH:9][C:8]=1[O:13][CH3:14])([OH:15])[CH:4]=[N:30][C:21]1[CH:20]=[C:19]([F:18])[CH:28]=[C:27]2[C:22]=1[CH:23]=[N:24][C:25]([CH3:29])=[N:26]2. The catalyst class is: 113. (4) Reactant: [CH2:1]([O:8][C:9]1[C:10]([O:42][CH3:43])=[CH:11][C:12]([C:38]([CH3:41])([CH3:40])[CH3:39])=[C:13](/[CH:15]=[CH:16]/[C:17]([NH:19][CH2:20][CH2:21][C:22]2[CH:27]=[CH:26][C:25]([O:28][CH3:29])=[C:24]([O:30][CH2:31][C:32]3[CH:37]=[CH:36][CH:35]=[CH:34][CH:33]=3)[CH:23]=2)=O)[CH:14]=1)[C:2]1[CH:7]=[CH:6][CH:5]=[CH:4][CH:3]=1.O=P(Cl)(Cl)Cl. Product: [CH2:31]([O:30][C:24]1[CH:23]=[C:22]2[C:27](=[CH:26][C:25]=1[O:28][CH3:29])[C:17](/[CH:16]=[CH:15]/[C:13]1[CH:14]=[C:9]([O:8][CH2:1][C:2]3[CH:7]=[CH:6][CH:5]=[CH:4][CH:3]=3)[C:10]([O:42][CH3:43])=[CH:11][C:12]=1[C:38]([CH3:41])([CH3:40])[CH3:39])=[N:19][CH2:20][CH2:21]2)[C:32]1[CH:33]=[CH:34][CH:35]=[CH:36][CH:37]=1. The catalyst class is: 10. (5) Reactant: [Li]C(C)(C)C.[CH:6]([Si:9]([CH:18]([CH3:20])[CH3:19])([CH:15]([CH3:17])[CH3:16])[C:10]1[O:11][CH:12]=[CH:13][N:14]=1)([CH3:8])[CH3:7].[CH2:21]([Sn:25](Cl)([CH2:30][CH2:31][CH2:32][CH3:33])[CH2:26][CH2:27][CH2:28][CH3:29])[CH2:22][CH2:23][CH3:24]. Product: [CH2:30]([Sn:25]([CH2:21][CH2:22][CH2:23][CH3:24])([CH2:26][CH2:27][CH2:28][CH3:29])[C:12]1[O:11][C:10]([Si:9]([CH:6]([CH3:8])[CH3:7])([CH:15]([CH3:17])[CH3:16])[CH:18]([CH3:20])[CH3:19])=[N:14][CH:13]=1)[CH2:31][CH2:32][CH3:33]. The catalyst class is: 54. (6) Product: [CH3:11][C:12]1[CH:13]=[C:14]([C:2]2[C:10]3[C:6](=[N:7][O:8][N:9]=3)[CH:5]=[CH:4][CH:3]=2)[CH:15]=[C:16]([CH3:18])[CH:17]=1. The catalyst class is: 164. Reactant: Cl[C:2]1[C:10]2[C:6](=[N:7][O:8][N:9]=2)[CH:5]=[CH:4][CH:3]=1.[CH3:11][C:12]1[CH:13]=[C:14](B(O)O)[CH:15]=[C:16]([CH3:18])[CH:17]=1.[F-].[K+].C1(P(C2CCCCC2)C2C=CC=CC=2C2C=CC=CC=2)CCCCC1.